From a dataset of Catalyst prediction with 721,799 reactions and 888 catalyst types from USPTO. Predict which catalyst facilitates the given reaction. (1) Reactant: [F:1][C:2]1[N:10]=[C:9]([F:11])[CH:8]=[CH:7][C:3]=1[C:4](O)=[O:5].O=S(Cl)Cl.[NH3:16]. Product: [F:1][C:2]1[N:10]=[C:9]([F:11])[CH:8]=[CH:7][C:3]=1[C:4]([NH2:16])=[O:5]. The catalyst class is: 825. (2) Product: [CH3:23][C:16]1[CH:15]=[C:14]([CH:19]=[CH:18][C:17]=1[C:2]1[CH:3]=[C:4]2[C:8](=[CH:9][CH:10]=1)[NH:7][C:6](=[O:11])[CH2:5]2)[C:12]#[N:13]. Reactant: Br[C:2]1[CH:3]=[C:4]2[C:8](=[CH:9][CH:10]=1)[NH:7][C:6](=[O:11])[CH2:5]2.[C:12]([C:14]1[CH:19]=[CH:18][C:17](B(O)O)=[C:16]([CH3:23])[CH:15]=1)#[N:13].CN(C=O)C.C(=O)([O-])[O-].[Na+].[Na+]. The catalyst class is: 6. (3) Reactant: C([O:5]C([N:8]1[CH2:17][CH2:16][C:15]2[C:14]([O:18][C:19]3[CH:20]=[C:21]4[C:25](=[CH:26][CH:27]=3)[N:24]([C:28](=[O:42])[NH:29][C:30]3[CH:35]=[C:34]([C:36]([F:39])([F:38])[F:37])[CH:33]=[C:32]([C:40]#[N:41])[CH:31]=3)[CH:23]=[CH:22]4)=[N:13][CH:12]=[N:11][C:10]=2[CH2:9]1)=O)(C)(C)C. Product: [NH4+:8].[OH-:5].[C:40]([C:32]1[CH:31]=[C:30]([NH:29][C:28]([N:24]2[C:25]3[C:21](=[CH:20][C:19]([O:18][C:14]4[C:15]5[CH2:16][CH2:17][NH:8][CH2:9][C:10]=5[N:11]=[CH:12][N:13]=4)=[CH:27][CH:26]=3)[CH:22]=[CH:23]2)=[O:42])[CH:35]=[C:34]([C:36]([F:38])([F:39])[F:37])[CH:33]=1)#[N:41]. The catalyst class is: 157. (4) Product: [CH2:1]([CH:3]([CH2:6][CH2:7][CH2:8][CH3:9])[CH2:4][N:5]1[C:18](=[O:23])[CH2:19][C:20]([CH3:22])=[C:12]([C:10]#[N:11])[C:13]1=[O:15])[CH3:2]. Reactant: [CH2:1]([CH:3]([CH2:6][CH2:7][CH2:8][CH3:9])[CH2:4][NH2:5])[CH3:2].[C:10]([CH2:12][C:13]([O:15]CC)=O)#[N:11].[C:18](OCC)(=[O:23])[CH2:19][C:20]([CH3:22])=O.N1CCCCC1.Cl. The catalyst class is: 6.